The task is: Regression/Classification. Given a drug SMILES string, predict its toxicity properties. Task type varies by dataset: regression for continuous values (e.g., LD50, hERG inhibition percentage) or binary classification for toxic/non-toxic outcomes (e.g., AMES mutagenicity, cardiotoxicity, hepatotoxicity). Dataset: ames.. This data is from Ames mutagenicity test results for genotoxicity prediction. (1) The drug is C=CC(=O)NCCC[N+](C)(C)C. The result is 0 (non-mutagenic). (2) The compound is COc1cc2c(c3oc(O)c4c(O)cc(O)c-4c13)C1C=COC1O2. The result is 1 (mutagenic). (3) The result is 0 (non-mutagenic). The compound is Cc1cc(Cl)ccc1O. (4) The molecule is O=[N+]([O-])c1ccc2ccccc2c1. The result is 1 (mutagenic).